From a dataset of Peptide-MHC class II binding affinity with 134,281 pairs from IEDB. Regression. Given a peptide amino acid sequence and an MHC pseudo amino acid sequence, predict their binding affinity value. This is MHC class II binding data. The binding affinity (normalized) is 0.784. The peptide sequence is VKPLYIITPTNVSHI. The MHC is DRB3_0202 with pseudo-sequence DRB3_0202.